The task is: Predict the reaction yield, written as a fraction of the theoretical maximum amount of product (1.0 means a 100% yield; for example, 0.34 means a 34% yield).. This data is from Reaction yield outcomes from USPTO patents with 853,638 reactions. (1) The reactants are [F:1][C:2]1[CH:7]=[C:6]([I:8])[CH:5]=[CH:4][C:3]=1[CH3:9].C1C(=O)N(Br)C(=O)C1.[NH:18]1[CH2:23][CH2:22][O:21][CH2:20][CH2:19]1. The catalyst is C(Cl)(Cl)Cl.CCO. The product is [F:1][C:2]1[CH:7]=[C:6]([I:8])[CH:5]=[CH:4][C:3]=1[CH2:9][N:18]1[CH2:23][CH2:22][O:21][CH2:20][CH2:19]1. The yield is 0.150. (2) The catalyst is C1C=CC(P(C2C=CC=CC=2)C2C=CC=CC=2)=CC=1.C1C=CC(P(C2C=CC=CC=2)C2C=CC=CC=2)=CC=1.C1C=CC(P(C2C=CC=CC=2)C2C=CC=CC=2)=CC=1.C1C=CC(P(C2C=CC=CC=2)C2C=CC=CC=2)=CC=1.[Pd].C(O)C. The product is [NH2:8][C:9]1[N:10]([CH3:31])[C:11](=[O:30])[C:12]([C:21]2[CH:22]=[C:23]([CH:28]=[O:29])[N:24]([CH2:26][CH3:27])[CH:25]=2)([C:14]2[CH:19]=[CH:18][CH:17]=[C:16]([C:38]3[C:33]([F:32])=[N:34][CH:35]=[CH:36][CH:37]=3)[CH:15]=2)[N:13]=1. The yield is 0.740. The reactants are C1(C)C=CC=CC=1.[NH2:8][C:9]1[N:10]([CH3:31])[C:11](=[O:30])[C:12]([C:21]2[CH:22]=[C:23]([CH:28]=[O:29])[N:24]([CH2:26][CH3:27])[CH:25]=2)([C:14]2[CH:19]=[CH:18][CH:17]=[C:16](Br)[CH:15]=2)[N:13]=1.[F:32][C:33]1[C:38](B(O)O)=[CH:37][CH:36]=[CH:35][N:34]=1.C(=O)([O-])[O-].[Na+].[Na+]. (3) The reactants are [CH3:1][O:2][CH2:3][CH2:4][N:5]1[CH2:9][C@@H:8]([C:10]2[O:14][CH:13]=[N:12][CH:11]=2)[C@H:7]([C:15]([O:17]CC)=[O:16])[CH2:6]1.[Li+:20].[OH-]. The catalyst is C1COCC1.CO. The product is [CH3:1][O:2][CH2:3][CH2:4][N:5]1[CH2:9][C@@H:8]([C:10]2[O:14][CH:13]=[N:12][CH:11]=2)[C@H:7]([C:15]([O-:17])=[O:16])[CH2:6]1.[Li+:20]. The yield is 0.794.